Dataset: Catalyst prediction with 721,799 reactions and 888 catalyst types from USPTO. Task: Predict which catalyst facilitates the given reaction. (1) Reactant: [OH-].[Na+].[CH3:3][N:4]([CH3:26])[C@@H:5]1[CH2:10][CH2:9][CH2:8][N:7]([C:11](=[O:25])[CH2:12][CH2:13][C:14]2[N:15]([CH2:19][C:20]([O:22]CC)=[O:21])[CH:16]=[CH:17][N:18]=2)[CH2:6]1.[ClH:27]. Product: [ClH:27].[CH3:26][N:4]([CH3:3])[C@@H:5]1[CH2:10][CH2:9][CH2:8][N:7]([C:11](=[O:25])[CH2:12][CH2:13][C:14]2[N:15]([CH2:19][C:20]([OH:22])=[O:21])[CH:16]=[CH:17][N:18]=2)[CH2:6]1. The catalyst class is: 6. (2) Product: [NH2:26][C:25]1[N:24]=[CH:23][N:22]=[C:21]2[C:20]=1[N:19]=[CH:18][N:17]2[C@@H:14]1[C@H:15]([OH:16])[C@@H:11]([OH:10])[C@@H:12]([CH2:27][O:7][C:1]2[CH:6]=[CH:5][CH:4]=[CH:3][CH:2]=2)[O:13]1. The catalyst class is: 1. Reactant: [C:1]1([OH:7])[CH:6]=[CH:5][CH:4]=[CH:3][CH:2]=1.CC1(C)[O:16][CH:15]2[CH:11]([CH:12]([CH2:27]O)[O:13][CH:14]2[N:17]2[C:21]3[N:22]=[CH:23][N:24]=[C:25]([NH2:26])[C:20]=3[N:19]=[CH:18]2)[O:10]1.N(C(OC(C)C)=O)=NC(OC(C)C)=O.C(O)(=O)C. (3) Reactant: [OH:1][C:2]1[CH:3]=[C:4]([C:9](=[O:11])[CH3:10])[CH:5]=[CH:6][C:7]=1[OH:8].C(=O)([O-])[O-].[K+].[K+].[CH2:18](Br)[C:19]1[CH:24]=[CH:23][CH:22]=[CH:21][CH:20]=1. Product: [CH2:18]([O:8][C:7]1[CH:6]=[CH:5][C:4]([C:9](=[O:11])[CH3:10])=[CH:3][C:2]=1[OH:1])[C:19]1[CH:24]=[CH:23][CH:22]=[CH:21][CH:20]=1. The catalyst class is: 80. (4) Reactant: [N+:1]([C:4]1[CH:5]=[C:6]([CH:14]=[CH:15][CH:16]=1)[O:7][CH:8]1[CH2:13][CH2:12][CH2:11][CH2:10][O:9]1)([O-])=O. Product: [O:9]1[CH2:10][CH2:11][CH2:12][CH2:13][CH:8]1[O:7][C:6]1[CH:5]=[C:4]([CH:16]=[CH:15][CH:14]=1)[NH2:1]. The catalyst class is: 19. (5) The catalyst class is: 3. Product: [NH2:21][C:18]1[N:17]=[CH:16][N:15]=[C:14]2[C:19]=1[N:20]=[C:12]([S:11][C:3]1[C:2]([I:1])=[CH:10][C:6]3[O:7][CH2:8][O:9][C:5]=3[CH:4]=1)[N:13]2[CH2:23][CH2:24][CH2:25][NH:26][S:27]([CH3:30])(=[O:29])=[O:28]. Reactant: [I:1][C:2]1[C:3]([S:11][C:12]2[NH:13][C:14]3[C:19]([N:20]=2)=[C:18]([NH2:21])[N:17]=[CH:16][N:15]=3)=[CH:4][C:5]2[O:9][CH2:8][O:7][C:6]=2[CH:10]=1.Br[CH2:23][CH2:24][CH2:25][NH:26][S:27]([CH3:30])(=[O:29])=[O:28].C([O-])([O-])=O.[Cs+].[Cs+].